From a dataset of Reaction yield outcomes from USPTO patents with 853,638 reactions. Predict the reaction yield, written as a fraction of the theoretical maximum amount of product (1.0 means a 100% yield; for example, 0.34 means a 34% yield). (1) The reactants are [O:1]1CCO[CH:2]1[C:6]1[C:7]([O:20][CH3:21])=[CH:8][C:9]([O:18][CH3:19])=[C:10]([C:12]2[CH:17]=[N:16][CH:15]=[CH:14][N:13]=2)[CH:11]=1.C1(C)C=CC(S(O)(=O)=O)=CC=1.O. The catalyst is CC(C)=O. The product is [CH3:21][O:20][C:7]1[CH:8]=[C:9]([O:18][CH3:19])[C:10]([C:12]2[CH:17]=[N:16][CH:15]=[CH:14][N:13]=2)=[CH:11][C:6]=1[CH:2]=[O:1]. The yield is 0.180. (2) The reactants are [NH2:1][C:2]1[CH:3]=[C:4]([N:8]([CH2:16][C:17]2[CH:22]=[CH:21][CH:20]=[C:19]([O:23][C:24]([F:29])([F:28])[CH:25]([F:27])[F:26])[CH:18]=2)[CH2:9][CH:10]([OH:15])[C:11]([F:14])([F:13])[F:12])[CH:5]=[CH:6][CH:7]=1.C(N(CC)CC)C.[F:37][C:38]1[CH:46]=[CH:45][C:41]([C:42](Cl)=[O:43])=[CH:40][CH:39]=1. The catalyst is ClCCl. The product is [F:37][C:38]1[CH:46]=[CH:45][C:41]([C:42]([NH:1][C:2]2[CH:7]=[CH:6][CH:5]=[C:4]([N:8]([CH2:16][C:17]3[CH:22]=[CH:21][CH:20]=[C:19]([O:23][C:24]([F:28])([F:29])[CH:25]([F:26])[F:27])[CH:18]=3)[CH2:9][CH:10]([OH:15])[C:11]([F:14])([F:13])[F:12])[CH:3]=2)=[O:43])=[CH:40][CH:39]=1. The yield is 0.230. (3) The catalyst is C(OOC(C)(C)C)(C)(C)C. The product is [CH:1]([C@@H:4]1[CH2:9][CH2:8][C:7]2([CH3:11])[CH:6]([O:10]2)[CH2:5]1)([CH3:3])[CH3:2]. The reactants are [CH:1]([CH:4]1[CH2:9][CH2:8][CH:7]([OH:10])[CH2:6][CH2:5]1)([CH3:3])[CH3:2].[C:11](OC)(=O)C=C.S([O-])([O-])=O.[Na+].[Na+]. The yield is 0.430. (4) The reactants are [CH2:1]([N:4]1[C:9](=[O:10])[C:8](Br)=[N:7][N:6]([C:12]2[CH:13]=[C:14]([NH:18][C:19](=[O:21])[CH3:20])[CH:15]=[CH:16][CH:17]=2)[C:5]1=[O:22])[CH:2]=[CH2:3].[Na].[CH3:24][OH:25]. No catalyst specified. The product is [CH2:1]([N:4]1[C:9](=[O:10])[C:8]([O:25][CH3:24])=[N:7][N:6]([C:12]2[CH:13]=[C:14]([NH:18][C:19](=[O:21])[CH3:20])[CH:15]=[CH:16][CH:17]=2)[C:5]1=[O:22])[CH:2]=[CH2:3]. The yield is 0.860.